From a dataset of Forward reaction prediction with 1.9M reactions from USPTO patents (1976-2016). Predict the product of the given reaction. (1) Given the reactants [CH3:1][CH:2]([C:5]#[N:6])[C:3]#[N:4].[Br-].CC(C)([O-])C.[K+].[CH2:14]([S:21][CH2:22]Br)[C:15]1[CH:20]=[CH:19][CH:18]=[CH:17][CH:16]=1, predict the reaction product. The product is: [CH2:14]([S:21][CH2:22][C:2]([CH3:1])([C:5]#[N:6])[C:3]#[N:4])[C:15]1[CH:20]=[CH:19][CH:18]=[CH:17][CH:16]=1. (2) The product is: [Br:13][C:14]1[S:18][C:17]([S:19]([NH:1][C:2]2[CH:11]=[CH:10][C:5]([C:6]([O:8][CH3:9])=[O:7])=[C:4]([OH:12])[CH:3]=2)(=[O:21])=[O:20])=[CH:16][C:15]=1[Cl:23]. Given the reactants [NH2:1][C:2]1[CH:3]=[C:4]([OH:12])[C:5](=[CH:10][CH:11]=1)[C:6]([O:8][CH3:9])=[O:7].[Br:13][C:14]1[S:18][C:17]([S:19](Cl)(=[O:21])=[O:20])=[CH:16][C:15]=1[Cl:23].N1C=CC=CC=1.CCOC(C)=O, predict the reaction product. (3) Given the reactants [NH2:1][C:2]1[C:11]2[C:6](=[CH:7][CH:8]=[CH:9][CH:10]=2)[CH:5]=[CH:4][C:3]=1O.C(O[S:26]([O-])(=O)=O)CCCCCCCCCCC.[Na+].C(OC(=O)C)(=O)C, predict the reaction product. The product is: [NH2:1][C:2]1[C:11]2[C:6](=[CH:7][CH:8]=[CH:9][CH:10]=2)[CH:5]=[CH:4][C:3]=1[SH:26]. (4) The product is: [CH:1]1([C:4]2[S:25][C:7]3[N:8]([CH2:27][C:28]4[C:33]([F:34])=[CH:32][C:31]([C:35]5[C:36]([C:41]#[N:42])=[CH:37][CH:38]=[CH:39][CH:40]=5)=[CH:30][C:29]=4[F:43])[C:9](=[O:24])[NH:10][C:11](=[O:12])[C:6]=3[CH:5]=2)[CH2:3][CH2:2]1. Given the reactants [CH:1]1([C:4]2[S:25][C:7]3[NH:8][C:9](=[O:24])[N:10](CC4C=CC(OC)=CC=4OC)[C:11](=[O:12])[C:6]=3[CH:5]=2)[CH2:3][CH2:2]1.Br[CH2:27][C:28]1[C:33]([F:34])=[CH:32][C:31]([C:35]2[C:36]([C:41]#[N:42])=[CH:37][CH:38]=[CH:39][CH:40]=2)=[CH:30][C:29]=1[F:43].C(=O)([O-])[O-].[K+].[K+], predict the reaction product.